The task is: Regression. Given a peptide amino acid sequence and an MHC pseudo amino acid sequence, predict their binding affinity value. This is MHC class I binding data.. This data is from Peptide-MHC class I binding affinity with 185,985 pairs from IEDB/IMGT. (1) The MHC is HLA-C04:01 with pseudo-sequence HLA-C04:01. The peptide sequence is MLVGHMPFM. The binding affinity (normalized) is 0.213. (2) The peptide sequence is MSYVMCTGSF. The MHC is HLA-B44:02 with pseudo-sequence HLA-B44:02. The binding affinity (normalized) is 0.186. (3) The peptide sequence is ICKMPLPTK. The MHC is HLA-A68:01 with pseudo-sequence HLA-A68:01. The binding affinity (normalized) is 0.0984. (4) The peptide sequence is VMAFIAFLRF. The MHC is HLA-A24:02 with pseudo-sequence HLA-A24:02. The binding affinity (normalized) is 0.371. (5) The peptide sequence is RDIINEEAA. The MHC is Mamu-B01 with pseudo-sequence Mamu-B01. The binding affinity (normalized) is 0. (6) The peptide sequence is GMWCVLASR. The MHC is HLA-A69:01 with pseudo-sequence HLA-A69:01. The binding affinity (normalized) is 0.0847. (7) The peptide sequence is VPLTEEAEL. The MHC is HLA-A30:02 with pseudo-sequence HLA-A30:02. The binding affinity (normalized) is 0. (8) The peptide sequence is LALTDVEKR. The MHC is HLA-A03:01 with pseudo-sequence HLA-A03:01. The binding affinity (normalized) is 0.